From a dataset of Forward reaction prediction with 1.9M reactions from USPTO patents (1976-2016). Predict the product of the given reaction. Given the reactants C1(P(C2C=CC=CC=2)C2C=CC=CC=2)C=CC=CC=1.II.[Si:22]([O:29][C@@H:30]([CH3:60])[C@@H:31]([NH:46][C:47]1[CH:52]=[CH:51][C:50]([C:53]#[N:54])=[C:49]([C:55]([F:58])([F:57])[F:56])[C:48]=1[CH3:59])[C:32]([NH:34][NH:35][C:36](=O)[C:37]1[CH:42]=[CH:41][C:40]([C:43]#[N:44])=[CH:39][CH:38]=1)=[O:33])([C:25]([CH3:28])([CH3:27])[CH3:26])([CH3:24])[CH3:23], predict the reaction product. The product is: [Si:22]([O:29][C@@H:30]([CH3:60])[C@@H:31]([NH:46][C:47]1[CH:52]=[CH:51][C:50]([C:53]#[N:54])=[C:49]([C:55]([F:58])([F:56])[F:57])[C:48]=1[CH3:59])[C:32]1[O:33][C:36]([C:37]2[CH:42]=[CH:41][C:40]([C:43]#[N:44])=[CH:39][CH:38]=2)=[N:35][N:34]=1)([C:25]([CH3:26])([CH3:28])[CH3:27])([CH3:23])[CH3:24].